Dataset: Catalyst prediction with 721,799 reactions and 888 catalyst types from USPTO. Task: Predict which catalyst facilitates the given reaction. (1) Reactant: C([O:4][CH:5]1[CH2:8][CH:7]([C:9](=[O:41])[NH:10][C:11]2[CH:16]=[C:15]([O:17][C:18]3[CH:19]=[N:20][C:21]([NH:24][C:25]([C:27]4[C:28](=[O:40])[N:29]([C:34]5[CH:39]=[CH:38][CH:37]=[CH:36][CH:35]=5)[N:30]([CH3:33])[C:31]=4[CH3:32])=[O:26])=[CH:22][CH:23]=3)[CH:14]=[CH:13][N:12]=2)[CH2:6]1)(=O)C.[OH-].[Na+]. Product: [OH:4][CH:5]1[CH2:6][CH:7]([C:9]([NH:10][C:11]2[CH:16]=[C:15]([O:17][C:18]3[CH:23]=[CH:22][C:21]([NH:24][C:25]([C:27]4[C:28](=[O:40])[N:29]([C:34]5[CH:35]=[CH:36][CH:37]=[CH:38][CH:39]=5)[N:30]([CH3:33])[C:31]=4[CH3:32])=[O:26])=[N:20][CH:19]=3)[CH:14]=[CH:13][N:12]=2)=[O:41])[CH2:8]1. The catalyst class is: 5. (2) Reactant: [CH2:1]([O:3][C:4](=[O:19])[CH2:5][O:6][C:7]1[CH:12]=[C:11]([CH:13]([CH3:15])[CH3:14])[CH:10]=[CH:9][C:8]=1[CH2:16][CH2:17][NH2:18])[CH3:2].C(N(CC)CC)C.[C:27]([C:29]1[CH:30]=[CH:31][C:32]([O:39][CH3:40])=[C:33]([S:35](Cl)(=[O:37])=[O:36])[CH:34]=1)#[N:28]. Product: [C:27]([C:29]1[CH:30]=[CH:31][C:32]([O:39][CH3:40])=[C:33]([S:35]([NH:18][CH2:17][CH2:16][C:8]2[CH:9]=[CH:10][C:11]([CH:13]([CH3:15])[CH3:14])=[CH:12][C:7]=2[O:6][CH2:5][C:4]([O:3][CH2:1][CH3:2])=[O:19])(=[O:37])=[O:36])[CH:34]=1)#[N:28]. The catalyst class is: 30.